This data is from Catalyst prediction with 721,799 reactions and 888 catalyst types from USPTO. The task is: Predict which catalyst facilitates the given reaction. Reactant: S(Cl)([Cl:3])=O.[CH3:5][C:6]1[C:11]([CH3:12])=[C:10]([NH:13][CH2:14][CH2:15][CH2:16]O)[C:9]([N+:18]([O-:20])=[O:19])=[C:8]([O:21][C:22]2[CH:27]=[CH:26][CH:25]=[CH:24][CH:23]=2)[N:7]=1. Product: [ClH:3].[Cl:3][CH2:16][CH2:15][CH2:14][NH:13][C:10]1[C:9]([N+:18]([O-:20])=[O:19])=[C:8]([O:21][C:22]2[CH:27]=[CH:26][CH:25]=[CH:24][CH:23]=2)[N:7]=[C:6]([CH3:5])[C:11]=1[CH3:12]. The catalyst class is: 4.